From a dataset of Peptide-MHC class I binding affinity with 185,985 pairs from IEDB/IMGT. Regression. Given a peptide amino acid sequence and an MHC pseudo amino acid sequence, predict their binding affinity value. This is MHC class I binding data. (1) The peptide sequence is IELGPHYTPKI. The MHC is Mamu-A11 with pseudo-sequence Mamu-A11. The binding affinity (normalized) is 0.818. (2) The peptide sequence is HYDAPVFPI. The MHC is HLA-B57:01 with pseudo-sequence HLA-B57:01. The binding affinity (normalized) is 0.0847. (3) The peptide sequence is NMDKAVKLY. The MHC is HLA-B51:01 with pseudo-sequence HLA-B51:01. The binding affinity (normalized) is 0.0847. (4) The peptide sequence is ALPPPPPPP. The MHC is HLA-A69:01 with pseudo-sequence HLA-A69:01. The binding affinity (normalized) is 0.0847. (5) The peptide sequence is EIINNGISY. The MHC is HLA-A30:01 with pseudo-sequence HLA-A30:01. The binding affinity (normalized) is 0.0847. (6) The peptide sequence is IVAPYLFWL. The MHC is HLA-B44:02 with pseudo-sequence HLA-B44:02. The binding affinity (normalized) is 0.213. (7) The peptide sequence is AVGVVCTGL. The MHC is HLA-B27:03 with pseudo-sequence HLA-B27:03. The binding affinity (normalized) is 0.0847.